From a dataset of Catalyst prediction with 721,799 reactions and 888 catalyst types from USPTO. Predict which catalyst facilitates the given reaction. (1) Reactant: [NH:1]1[CH2:5][CH2:4][CH2:3][C@H:2]1[C:6]([OH:8])=[O:7].C([O-])([O-])=O.[K+].[K+].Cl[C:16]([O:18][CH2:19][CH:20]1[C:32]2[CH:31]=[CH:30][CH:29]=[CH:28][C:27]=2[C:26]2[C:21]1=[CH:22][CH:23]=[CH:24][CH:25]=2)=[O:17]. Product: [CH:31]1[C:32]2[CH:20]([CH2:19][O:18][C:16]([N:1]3[CH2:5][CH2:4][CH2:3][C@H:2]3[C:6]([OH:8])=[O:7])=[O:17])[C:21]3[C:26](=[CH:25][CH:24]=[CH:23][CH:22]=3)[C:27]=2[CH:28]=[CH:29][CH:30]=1. The catalyst class is: 38. (2) Reactant: [CH2:1]([N:8]1[C:16]2[C:11](=[C:12]([N+:17]([O-])=O)[CH:13]=[CH:14][CH:15]=2)[C:10]([CH:20]2[CH2:22][CH2:21]2)=[N:9]1)[C:2]1[CH:7]=[CH:6][CH:5]=[CH:4][CH:3]=1.[Cl-].[NH4+].C(O)C. Product: [CH2:1]([N:8]1[C:16]2[CH:15]=[CH:14][CH:13]=[C:12]([NH2:17])[C:11]=2[C:10]([CH:20]2[CH2:21][CH2:22]2)=[N:9]1)[C:2]1[CH:3]=[CH:4][CH:5]=[CH:6][CH:7]=1. The catalyst class is: 150. (3) Reactant: C([O:5][C:6](=[O:19])[CH2:7][CH2:8][NH:9][C:10](=[O:18])[C:11]1[CH:16]=[CH:15][C:14]([Cl:17])=[CH:13][CH:12]=1)(C)(C)C. Product: [Cl:17][C:14]1[CH:13]=[CH:12][C:11]([C:10]([NH:9][CH2:8][CH2:7][C:6]([OH:19])=[O:5])=[O:18])=[CH:16][CH:15]=1. The catalyst class is: 2. (4) Reactant: [Cl:1][C:2]1[CH:24]=[CH:23][C:5]2[N:6]=[C:7]([NH:9][C:10]3[N:14]([CH3:15])[C:13]4[CH:16]=[CH:17][C:18]([C:20](O)=[O:21])=[CH:19][C:12]=4[N:11]=3)[S:8][C:4]=2[CH:3]=1.Cl.[NH2:26][CH2:27][CH2:28][O:29][CH2:30][CH2:31][C:32]#[N:33].CN(C(ON1N=NC2C=CC=CC1=2)=[N+](C)C)C.F[P-](F)(F)(F)(F)F.CCN(C(C)C)C(C)C. Product: [C:32]([CH2:31][CH2:30][O:29][CH2:28][CH2:27][NH:26][C:20]([C:18]1[CH:17]=[CH:16][C:13]2[N:14]([CH3:15])[C:10]([NH:9][C:7]3[S:8][C:4]4[CH:3]=[C:2]([Cl:1])[CH:24]=[CH:23][C:5]=4[N:6]=3)=[N:11][C:12]=2[CH:19]=1)=[O:21])#[N:33]. The catalyst class is: 3. (5) Reactant: S(Cl)(Cl)=O.[Br:5][C:6]1[CH:19]=[C:18]2[C:9]([O:10][C@@H:11]3[C@@H:16]([C:17]2([CH:21]=[CH2:22])O)[CH2:15][CH2:14][CH2:13][CH2:12]3)=[CH:8][CH:7]=1.[NH2:23][C:24]([NH2:26])=[S:25]. Product: [C:24]([S:25][CH2:22]/[CH:21]=[C:17]1/[C:18]2[C:9]([O:10][CH:11]3[CH:16]/1[CH2:15][CH2:14][CH2:13][CH2:12]3)=[CH:8][CH:7]=[C:6]([Br:5])[CH:19]=2)(=[NH:23])[NH2:26]. The catalyst class is: 4. (6) Reactant: [S:1]1[CH2:6][CH2:5][CH2:4][S:3][CH2:2]1.[Li]CCCC.[Li+].C[Si]([N-:17][Si](C)(C)C)(C)C.[CH2:22]([O:29][C:30]1[CH:37]=[CH:36][CH:35]=[CH:34][C:31]=1[CH:32]=O)[C:23]1[CH:28]=[CH:27][CH:26]=[CH:25][CH:24]=1.S1CCCCS1. Product: [CH2:22]([O:29][C:30]1[CH:37]=[CH:36][CH:35]=[CH:34][C:31]=1[CH:32]([CH:2]1[S:3][CH2:4][CH2:5][CH2:6][S:1]1)[NH2:17])[C:23]1[CH:28]=[CH:27][CH:26]=[CH:25][CH:24]=1. The catalyst class is: 1. (7) Reactant: [CH3:1][O:2][C:3]1[CH:4]=[C:5]2[C:10](=[CH:11][C:12]=1[O:13][CH3:14])[N:9]=[CH:8][CH:7]=[C:6]2[O:15][C:16]1[CH:22]=[CH:21][C:19]([NH2:20])=[C:18]([F:23])[CH:17]=1.C(O)C.[C:27]1([C:33]([N:35]=[C:36]=[S:37])=[O:34])[CH:32]=[CH:31][CH:30]=[CH:29][CH:28]=1. Product: [C:33]([NH:35][C:36]([NH:20][C:19]1[CH:21]=[CH:22][C:16]([O:15][C:6]2[C:5]3[C:10](=[CH:11][C:12]([O:13][CH3:14])=[C:3]([O:2][CH3:1])[CH:4]=3)[N:9]=[CH:8][CH:7]=2)=[CH:17][C:18]=1[F:23])=[S:37])(=[O:34])[C:27]1[CH:32]=[CH:31][CH:30]=[CH:29][CH:28]=1. The catalyst class is: 11.